From a dataset of Forward reaction prediction with 1.9M reactions from USPTO patents (1976-2016). Predict the product of the given reaction. (1) Given the reactants [CH3:1][CH:2]1[CH2:6][CH2:5][CH2:4][N:3]1[C:7]1[N:12]=[C:11]([NH:13][C:14]2[C:15]3[N:16]([CH:29]=[CH:30][N:31]=3)[N:17]=[C:18]([C:20]3[CH:21]=[C:22]([CH:26]=[CH:27][CH:28]=3)[C:23](O)=[O:24])[CH:19]=2)[CH:10]=[CH:9][CH:8]=1.[NH2:32][CH2:33][CH2:34][OH:35].CN1C=CN=C1.CCN=C=NCCCN(C)C, predict the reaction product. The product is: [OH:35][CH2:34][CH2:33][NH:32][C:23](=[O:24])[C:22]1[CH:26]=[CH:27][CH:28]=[C:20]([C:18]2[CH:19]=[C:14]([NH:13][C:11]3[CH:10]=[CH:9][CH:8]=[C:7]([N:3]4[CH2:4][CH2:5][CH2:6][CH:2]4[CH3:1])[N:12]=3)[C:15]3[N:16]([CH:29]=[CH:30][N:31]=3)[N:17]=2)[CH:21]=1. (2) Given the reactants [Cr](O[Cr]([O-])(=O)=O)([O-])(=O)=O.[NH+]1C=CC=CC=1.[NH+]1C=CC=CC=1.[Cl:22][C:23]1[S:27][C:26]([S:28]([NH:31][C@H:32]([CH2:38][OH:39])[CH:33]([CH2:36][CH3:37])[CH2:34][CH3:35])(=[O:30])=[O:29])=[CH:25][CH:24]=1, predict the reaction product. The product is: [Cl:22][C:23]1[S:27][C:26]([S:28]([NH:31][C@H:32]([CH:38]=[O:39])[CH:33]([CH2:34][CH3:35])[CH2:36][CH3:37])(=[O:30])=[O:29])=[CH:25][CH:24]=1. (3) The product is: [CH3:57][O:56][C:52]1[CH:51]=[C:48]([CH:47]=[C:46]([O:45][CH3:44])[C:53]=1[O:54][CH3:55])[CH2:49][N:34]1[C:35]([C:37]([O:39][CH2:40][CH3:41])=[O:38])=[CH:36][C:32]([Si:31]([CH3:42])([CH3:43])[CH3:30])=[N:33]1. Given the reactants COC1C=CC(OC)=CC=1C(=O)CN1C(C(OCC)=O)=CC(C2C=NC=CC=2)=N1.[CH3:30][Si:31]([CH3:43])([CH3:42])[C:32]1[CH:36]=[C:35]([C:37]([O:39][CH2:40][CH3:41])=[O:38])[NH:34][N:33]=1.[CH3:44][O:45][C:46]1[CH:47]=[C:48]([CH:51]=[C:52]([O:56][CH3:57])[C:53]=1[O:54][CH3:55])[CH2:49]Cl, predict the reaction product.